This data is from Full USPTO retrosynthesis dataset with 1.9M reactions from patents (1976-2016). The task is: Predict the reactants needed to synthesize the given product. (1) The reactants are: [CH2:1]([N:3]1[C:7]2[CH:8]=[CH:9][C:10]([C:12](O)=[O:13])=[CH:11][C:6]=2[N:5]=[C:4]1[NH:15][C:16]1[S:17][C:18]2[CH:24]=[C:23]([C:25]([F:28])([F:27])[F:26])[CH:22]=[CH:21][C:19]=2[N:20]=1)[CH3:2].[CH3:29][S:30][CH2:31][CH2:32][NH2:33].CN(C(ON1N=NC2C=CC=CC1=2)=[N+](C)C)C.F[P-](F)(F)(F)(F)F.CCN(C(C)C)C(C)C. Given the product [CH3:29][S:30][CH2:31][CH2:32][NH:33][C:12]([C:10]1[CH:9]=[CH:8][C:7]2[N:3]([CH2:1][CH3:2])[C:4]([NH:15][C:16]3[S:17][C:18]4[CH:24]=[C:23]([C:25]([F:26])([F:27])[F:28])[CH:22]=[CH:21][C:19]=4[N:20]=3)=[N:5][C:6]=2[CH:11]=1)=[O:13], predict the reactants needed to synthesize it. (2) Given the product [C:41]([N:44]1[CH2:49][C:48](=[O:50])[NH:47][C:46](=[CH:6][C:5]2[CH:12]=[CH:13][C:14]([C:15]([F:16])([F:17])[F:18])=[C:3]([O:2][CH3:1])[CH:4]=2)[C:45]1=[O:54])(=[O:43])[CH3:42], predict the reactants needed to synthesize it. The reactants are: [CH3:1][O:2][C:3]1[CH:4]=[C:5]([CH:12]=[CH:13][C:14]=1[C:15]([F:18])([F:17])[F:16])[C:6](N(OC)C)=O.[H-].[Al+3].[Li+].[H-].[H-].[H-].[OH-].[Na+].COC1C=C(C=CC=1C(F)(F)F)C=O.[C:41]([N:44]1[CH2:49][C:48](=[O:50])[N:47](C(=O)C)[CH2:46][C:45]1=[O:54])(=[O:43])[CH3:42].CC(C)([O-])C.[K+]. (3) Given the product [CH3:43][S:44]([O:42][CH2:41][C:39]1[O:38][N:37]=[C:36]([C:27]2[C:28]([C:31](=[O:32])[NH:33][CH2:34][CH3:35])=[N:29][O:30][C:26]=2[C:10]2[CH:11]=[C:12]([CH:23]([CH3:24])[CH3:25])[C:13]([O:15][CH2:16][C:17]3[CH:22]=[CH:21][CH:20]=[CH:19][CH:18]=3)=[CH:14][C:9]=2[O:8][CH2:1][C:2]2[CH:7]=[CH:6][CH:5]=[CH:4][CH:3]=2)[N:40]=1)(=[O:46])=[O:45], predict the reactants needed to synthesize it. The reactants are: [CH2:1]([O:8][C:9]1[CH:14]=[C:13]([O:15][CH2:16][C:17]2[CH:22]=[CH:21][CH:20]=[CH:19][CH:18]=2)[C:12]([CH:23]([CH3:25])[CH3:24])=[CH:11][C:10]=1[C:26]1[O:30][N:29]=[C:28]([C:31]([NH:33][CH2:34][CH3:35])=[O:32])[C:27]=1[C:36]1[N:40]=[C:39]([CH2:41][OH:42])[O:38][N:37]=1)[C:2]1[CH:7]=[CH:6][CH:5]=[CH:4][CH:3]=1.[CH3:43][S:44](Cl)(=[O:46])=[O:45].